From a dataset of Forward reaction prediction with 1.9M reactions from USPTO patents (1976-2016). Predict the product of the given reaction. (1) Given the reactants [CH3:1][O:2][C:3]1[CH:18]=[CH:17][C:6]([O:7][C:8]2[CH:13]=[CH:12][C:11]([C:14](=[O:16])[CH3:15])=[CH:10][CH:9]=2)=[CH:5][CH:4]=1.[CH:19](OCC)=[O:20].CC([O-])(C)C.[K+].CC(O)=O, predict the reaction product. The product is: [CH3:1][O:2][C:3]1[CH:18]=[CH:17][C:6]([O:7][C:8]2[CH:13]=[CH:12][C:11]([C:14](=[O:16])[CH2:15][CH:19]=[O:20])=[CH:10][CH:9]=2)=[CH:5][CH:4]=1. (2) Given the reactants Br[C:2]1[S:10][C:9]2[C:8](=[O:11])[NH:7][C:6]([C@@H:12]3[CH:17]4[CH2:18][CH2:19][CH:14]([CH2:15][CH2:16]4)[N:13]3[C:20]([O:22][C:23]([CH3:26])([CH3:25])[CH3:24])=[O:21])=[N:5][C:4]=2[CH:3]=1.[CH3:27][C:28]1[C:32](B2OC(C)(C)C(C)(C)O2)=[CH:31][N:30](C(OC(C)(C)C)=O)[N:29]=1.C(=O)([O-])[O-].[Na+].[Na+].COCCOC, predict the reaction product. The product is: [CH3:27][C:28]1[NH:29][N:30]=[CH:31][C:32]=1[C:2]1[S:10][C:9]2[C:8](=[O:11])[NH:7][C:6]([C@@H:12]3[CH:17]4[CH2:18][CH2:19][CH:14]([CH2:15][CH2:16]4)[N:13]3[C:20]([O:22][C:23]([CH3:25])([CH3:24])[CH3:26])=[O:21])=[N:5][C:4]=2[CH:3]=1. (3) Given the reactants [C:1]([Cl:4])(=[O:3])[CH3:2].[NH2:5][CH:6]([CH3:17])[C:7]([N:9]1[CH2:13][CH2:12][CH2:11][CH:10]1[C:14](O)=[O:15])=[O:8], predict the reaction product. The product is: [ClH:4].[CH2:1]([O:3][C:14]([CH:10]1[CH2:11][CH2:12][CH2:13][N:9]1[C:7](=[O:8])[CH:6]([NH2:5])[CH3:17])=[O:15])[CH3:2]. (4) Given the reactants [C:1]1([OH:7])[CH:6]=[CH:5][CH:4]=[CH:3][CH:2]=1.Br[C:9]1[CH:14]=[CH:13][C:12]([N+:15]([O-:17])=[O:16])=[CH:11][CH:10]=1, predict the reaction product. The product is: [N+:15]([C:12]1[CH:13]=[CH:14][C:9]([O:7][C:1]2[CH:6]=[CH:5][CH:4]=[CH:3][CH:2]=2)=[CH:10][CH:11]=1)([O-:17])=[O:16]. (5) Given the reactants [C:1]([OH:7])([C:3]([F:6])([F:5])[F:4])=[O:2].[OH:8][CH2:9][C:10]([N:12]1[CH2:17][CH2:16][N:15](C(OC(C)(C)C)=O)[CH2:14][CH2:13]1)=[O:11], predict the reaction product. The product is: [O:11]=[C:10]([N:12]1[CH2:17][CH2:16][NH:15][CH2:14][CH2:13]1)[CH2:9][OH:8].[C:1]([OH:7])([C:3]([F:6])([F:5])[F:4])=[O:2]. (6) Given the reactants [CH2:1]([C@@H:8]1[CH2:12]OC(=O)N1C(=O)CC1C=CC(C(F)(F)F)=C(F)C=1)[C:2]1C=CC=[CH:4][CH:3]=1.[CH:28](N(C(C)C)CC)(C)C.COC1CCCN1[C:44]([O:46][C:47]([CH3:50])(C)C)=[O:45], predict the reaction product. The product is: [CH3:12][CH2:8][CH2:1][CH2:2][CH2:3][CH3:4].[C:44]([O:46][CH2:47][CH3:50])(=[O:45])[CH3:28].